This data is from Reaction yield outcomes from USPTO patents with 853,638 reactions. The task is: Predict the reaction yield, written as a fraction of the theoretical maximum amount of product (1.0 means a 100% yield; for example, 0.34 means a 34% yield). (1) The reactants are [S:1]1[CH:5]=[CH:4][CH:3]=[C:2]1[CH2:6][NH:7][C:8]([C:10]1[CH:25]=[C:13]2[CH:14]=[C:15]([C:19]3[CH:24]=[CH:23][CH:22]=[CH:21][CH:20]=3)[CH:16]=[C:17]([Br:18])[N:12]2[N:11]=1)=[O:9].C1C(=O)N([Cl:33])C(=O)C1. The catalyst is CN(C=O)C.CCOC(C)=O. The product is [S:1]1[CH:5]=[CH:4][CH:3]=[C:2]1[CH2:6][NH:7][C:8]([C:10]1[C:25]([Cl:33])=[C:13]2[CH:14]=[C:15]([C:19]3[CH:20]=[CH:21][CH:22]=[CH:23][CH:24]=3)[CH:16]=[C:17]([Br:18])[N:12]2[N:11]=1)=[O:9]. The yield is 0.380. (2) The reactants are Br[CH2:2][C:3]1[CH:4]=[CH:5][C:6]([Cl:17])=[C:7]([CH:16]=1)[O:8][Si:9]([C:12]([CH3:15])([CH3:14])[CH3:13])([CH3:11])[CH3:10].C(=O)([O-])[O-].[K+].[K+].[Cl:24][C:25]1[CH:26]=[C:27]([C@H:31]([NH2:33])[CH3:32])[CH:28]=[CH:29][CH:30]=1. The catalyst is CN(C=O)C.O.CCOCC. The product is [Si:9]([O:8][C:7]1[CH:16]=[C:3]([CH:4]=[CH:5][C:6]=1[Cl:17])[CH2:2][NH:33][C@@H:31]([C:27]1[CH:28]=[CH:29][CH:30]=[C:25]([Cl:24])[CH:26]=1)[CH3:32])([C:12]([CH3:15])([CH3:14])[CH3:13])([CH3:11])[CH3:10]. The yield is 0.501. (3) The reactants are [CH2:1]([O:8][N:9]1[C:15](=[O:16])[N:14]2[CH2:17][C@H:10]1[C:11]([CH2:21][CH2:22][N+:23]([O-])=O)=[CH:12][C@H:13]2[C:18]([NH2:20])=[O:19])[C:2]1[CH:7]=[CH:6][CH:5]=[CH:4][CH:3]=1.[C:26](O)(=[O:28])[CH3:27].CCN(C(C)C)C(C)C.C(OC(=O)C)(=O)C. The catalyst is C(O)C.C(Cl)Cl.[Zn]. The product is [C:26]([NH:23][CH2:22][CH2:21][C:11]1[C@@H:10]2[CH2:17][N:14]([C:15](=[O:16])[N:9]2[O:8][CH2:1][C:2]2[CH:7]=[CH:6][CH:5]=[CH:4][CH:3]=2)[C@H:13]([C:18]([NH2:20])=[O:19])[CH:12]=1)(=[O:28])[CH3:27]. The yield is 0.610. (4) The reactants are [F:1][C:2]1[N:10]=[CH:9][CH:8]=[CH:7][C:3]=1[C:4]([OH:6])=O.[CH2:11]([NH2:19])[CH2:12][C:13]1[CH:18]=[CH:17][CH:16]=[CH:15][CH:14]=1.C(N(CC)CC)C.F[P-](F)(F)(F)(F)F.N1(OC(N(C)C)=[N+](C)C)C2N=CC=CC=2N=N1. The catalyst is C(#N)C. The product is [F:1][C:2]1[N:10]=[CH:9][CH:8]=[CH:7][C:3]=1[C:4]([NH:19][CH2:11][CH2:12][C:13]1[CH:18]=[CH:17][CH:16]=[CH:15][CH:14]=1)=[O:6]. The yield is 0.143. (5) The reactants are Br[C:2]1[CH:25]=[CH:24][C:5]2[N:6]([C:20]([CH3:23])([CH3:22])[CH3:21])[C:7]([C:9]3[CH:14]=[CH:13][CH:12]=[CH:11][C:10]=3[N:15]3[CH:19]=[N:18][CH:17]=[N:16]3)=[N:8][C:4]=2[CH:3]=1.[B:26]1([B:26]2[O:30][C:29]([CH3:32])([CH3:31])[C:28]([CH3:34])([CH3:33])[O:27]2)[O:30][C:29]([CH3:32])([CH3:31])[C:28]([CH3:34])([CH3:33])[O:27]1.CC([O-])=O.[K+]. The catalyst is O1CCOCC1.CCOC(C)=O.C1C=CC(P(C2C=CC=CC=2)[C-]2C=CC=C2)=CC=1.C1C=CC(P(C2C=CC=CC=2)[C-]2C=CC=C2)=CC=1.Cl[Pd]Cl.[Fe+2].C(Cl)Cl. The product is [C:20]([N:6]1[C:5]2[CH:24]=[CH:25][C:2]([B:26]3[O:30][C:29]([CH3:32])([CH3:31])[C:28]([CH3:34])([CH3:33])[O:27]3)=[CH:3][C:4]=2[N:8]=[C:7]1[C:9]1[CH:14]=[CH:13][CH:12]=[CH:11][C:10]=1[N:15]1[CH:19]=[N:18][CH:17]=[N:16]1)([CH3:22])([CH3:21])[CH3:23]. The yield is 0.920. (6) The reactants are C(=O)([O-])[O-].[K+].[K+].[I-].[Na+].[CH3:9][C:10]1[C:11]([N+:17]([O-:19])=[O:18])=[C:12]([OH:16])[CH:13]=[CH:14][CH:15]=1.Cl.Cl[CH2:22][CH2:23][N:24]1[CH2:28][CH2:27][CH2:26][CH2:25]1. No catalyst specified. The product is [CH3:9][C:10]1[C:11]([N+:17]([O-:19])=[O:18])=[C:12]([CH:13]=[CH:14][CH:15]=1)[O:16][CH2:22][CH2:23][N:24]1[CH2:28][CH2:27][CH2:26][CH2:25]1. The yield is 0.690. (7) The reactants are [Br:1][C:2]1[CH:3]=[CH:4][C:5]([OH:11])=[C:6]([C:8](=[O:10])[CH3:9])[CH:7]=1.[F:12][C:13]1[CH:20]=[CH:19][CH:18]=[CH:17][C:14]=1[CH:15]=O. The catalyst is C(O)C.O. The product is [Br:1][C:2]1[CH:7]=[C:6]2[C:5](=[CH:4][CH:3]=1)[O:11][CH:15]([C:14]1[CH:17]=[CH:18][CH:19]=[CH:20][C:13]=1[F:12])[CH2:9][C:8]2=[O:10]. The yield is 0.500.